Dataset: Forward reaction prediction with 1.9M reactions from USPTO patents (1976-2016). Task: Predict the product of the given reaction. Given the reactants [Cl:1][C:2]1[CH:7]=[CH:6][C:5]([N:8]2[C:16]([NH:17][CH:18]3[CH2:23][CH2:22][CH2:21][CH2:20][CH2:19]3)=[C:15]3[C:10]([CH:11]=[C:12]([F:25])[C:13]([F:24])=[CH:14]3)=[N:9]2)=[CH:4][CH:3]=1.[CH3:26][O:27][C:28](=[O:39])[C:29]1[CH:34]=[CH:33][C:32]([N:35]=[C:36]=[O:37])=[C:31]([Cl:38])[CH:30]=1.CCN(CC)CC, predict the reaction product. The product is: [CH3:26][O:27][C:28](=[O:39])[C:29]1[CH:34]=[CH:33][C:32]([NH:35][C:36]([N:17]([C:16]2[N:8]([C:5]3[CH:4]=[CH:3][C:2]([Cl:1])=[CH:7][CH:6]=3)[N:9]=[C:10]3[C:15]=2[CH:14]=[C:13]([F:24])[C:12]([F:25])=[CH:11]3)[CH:18]2[CH2:23][CH2:22][CH2:21][CH2:20][CH2:19]2)=[O:37])=[C:31]([Cl:38])[CH:30]=1.